Dataset: Forward reaction prediction with 1.9M reactions from USPTO patents (1976-2016). Task: Predict the product of the given reaction. (1) Given the reactants Br[C:2]1[C:11]([F:12])=[CH:10][C:5]([C:6]([O:8][CH3:9])=[O:7])=[C:4]([F:13])[CH:3]=1.[N:14]1[CH:19]=[CH:18][CH:17]=[CH:16][C:15]=1[S:20]([NH2:23])(=[O:22])=[O:21].C(=O)([O-])[O-].[K+].[K+].C(N(C(C)C)CC)(C)C, predict the reaction product. The product is: [F:13][C:4]1[CH:3]=[C:2]([NH:23][S:20]([C:15]2[CH:16]=[CH:17][CH:18]=[CH:19][N:14]=2)(=[O:22])=[O:21])[C:11]([F:12])=[CH:10][C:5]=1[C:6]([O:8][CH3:9])=[O:7]. (2) Given the reactants [F:1][C:2]([F:17])([F:16])[C:3]1[CH:8]=[CH:7][C:6]([C:9]2[CH:10]=[CH:11][C:12]([NH2:15])=[N:13][CH:14]=2)=[CH:5][CH:4]=1.[CH2:18]1[C:23](=O)N(Br)[C:20](=O)[CH2:19]1.[C:26]([O-])(O)=O.[Na+].[C:31](#N)[CH3:32], predict the reaction product. The product is: [CH:32]1([C:11]2[C:12]3[N:13]([C:19]([C:18]#[CH:23])=[CH:20][N:15]=3)[CH:14]=[C:9]([C:6]3[CH:5]=[CH:4][C:3]([C:2]([F:1])([F:16])[F:17])=[CH:8][CH:7]=3)[CH:10]=2)[CH2:31][CH2:26]1. (3) Given the reactants C(O[C:4]([C:6]1([CH2:12][CH2:13]OC)[CH2:11][CH2:10][NH:9][CH2:8][CH2:7]1)=[O:5])C.[S:16]1[CH:20]=[CH:19][CH:18]=[C:17]1[S:21](Cl)(=[O:23])=[O:22].[NH2:25][C:26]1[CH:31]=[CH:30][C:29]([O:32][S:33]([CH3:36])(=[O:35])=[O:34])=[CH:28][CH:27]=1, predict the reaction product. The product is: [O:5]=[C:4]1[C:6]2([CH2:7][CH2:8][N:9]([S:21]([C:17]3[S:16][CH:20]=[CH:19][CH:18]=3)(=[O:23])=[O:22])[CH2:10][CH2:11]2)[CH2:12][CH2:13][N:25]1[C:26]1[CH:31]=[CH:30][C:29]([O:32][S:33]([CH3:36])(=[O:35])=[O:34])=[CH:28][CH:27]=1. (4) Given the reactants [Cl:1][C:2]1[CH:3]=[C:4](/[CH:9]=[CH:10]/[C:11]([N:13]2[CH2:19][CH2:18][C:17](=[O:20])[N:16]([CH2:21][CH2:22][CH2:23]OS(C)(=O)=O)[CH2:15][CH2:14]2)=[O:12])[CH:5]=[CH:6][C:7]=1[Cl:8].[I-:29].[Na+], predict the reaction product. The product is: [Cl:1][C:2]1[CH:3]=[C:4](/[CH:9]=[CH:10]/[C:11]([N:13]2[CH2:19][CH2:18][C:17](=[O:20])[N:16]([CH2:21][CH2:22][CH2:23][I:29])[CH2:15][CH2:14]2)=[O:12])[CH:5]=[CH:6][C:7]=1[Cl:8]. (5) Given the reactants Br[C:2]1[CH:6]=[CH:5][S:4][C:3]=1[C:7]([O:9][CH3:10])=[O:8].[C:11]([CH:15]1[CH2:20]C(=O)[CH2:18][CH2:17][O:16]1)([CH3:14])([CH3:13])[CH3:12].CC1(C)C2C(=C(P(C3C=CC=CC=3)C3C=CC=CC=3)C=CC=2)OC2C(P(C3C=CC=CC=3)C3C=CC=CC=3)=CC=CC1=2.C([O-])([O-])=O.[Cs+].[Cs+], predict the reaction product. The product is: [C:11]([CH:15]1[O:16][CH2:17][C:18]2[C:2]3[CH:6]=[CH:5][S:4][C:3]=3[C:7](=[O:8])[O:9][C:10]=2[CH2:20]1)([CH3:14])([CH3:13])[CH3:12]. (6) Given the reactants Cl[C:2]1[C:3]2[C:4](=[CH:18][N:19](CC3C=CC(OC)=CC=3)[N:20]=2)[N:5]=[C:6]([C:8]2[CH:9]=[C:10]([CH:15]=[CH:16][CH:17]=2)[C:11]([O:13][CH3:14])=[O:12])[N:7]=1.[O:30]1[CH2:35][CH2:34][N:33]([C:36]2[CH:42]=[CH:41][C:39]([NH2:40])=[CH:38][CH:37]=2)[CH2:32][CH2:31]1.Cl, predict the reaction product. The product is: [O:30]1[CH2:31][CH2:32][N:33]([C:36]2[CH:37]=[CH:38][C:39]([NH:40][C:2]3[C:3]4[NH:20][N:19]=[CH:18][C:4]=4[N:5]=[C:6]([C:8]4[CH:9]=[C:10]([CH:15]=[CH:16][CH:17]=4)[C:11]([O:13][CH3:14])=[O:12])[N:7]=3)=[CH:41][CH:42]=2)[CH2:34][CH2:35]1. (7) Given the reactants [O:1]=[C:2]1[C:6]([C:7]2[CH:12]=[CH:11][C:10]([O:13][C:14]([F:17])([F:16])[F:15])=[CH:9][CH:8]=2)=[N:5][C:4]2([CH2:22][CH2:21][CH2:20][CH2:19][CH2:18]2)[N:3]1[CH2:23][C:24]([OH:26])=O.C(Cl)(=O)C([Cl:30])=O, predict the reaction product. The product is: [O:1]=[C:2]1[C:6]([C:7]2[CH:12]=[CH:11][C:10]([O:13][C:14]([F:17])([F:16])[F:15])=[CH:9][CH:8]=2)=[N:5][C:4]2([CH2:22][CH2:21][CH2:20][CH2:19][CH2:18]2)[N:3]1[CH2:23][C:24]([Cl:30])=[O:26]. (8) Given the reactants [C:1]([O:5][C:6](=[O:31])[CH2:7][C@H:8]([NH:12][S:13]([C:16]1[CH:21]=[CH:20][C:19]([NH2:22])=[CH:18][C:17]=1[O:23][CH2:24][C:25]1[CH:30]=[CH:29][CH:28]=[CH:27][CH:26]=1)(=[O:15])=[O:14])[C:9]([NH2:11])=[O:10])([CH3:4])([CH3:3])[CH3:2].CCN(CC)CC.[C:39](Cl)(=[O:41])[CH3:40], predict the reaction product. The product is: [C:1]([O:5][C:6](=[O:31])[CH2:7][C@H:8]([NH:12][S:13]([C:16]1[CH:21]=[CH:20][C:19]([NH:22][C:39](=[O:41])[CH3:40])=[CH:18][C:17]=1[O:23][CH2:24][C:25]1[CH:30]=[CH:29][CH:28]=[CH:27][CH:26]=1)(=[O:14])=[O:15])[C:9]([NH2:11])=[O:10])([CH3:4])([CH3:2])[CH3:3]. (9) Given the reactants [C:1]12([C:11]3[CH:30]=[CH:29][C:14]([O:15][CH2:16][C:17]4NC5C=CC(C(O)=O)=CC=5N=4)=[CH:13][CH:12]=3)[CH2:10][CH:5]3[CH2:6][CH:7]([CH2:9][CH:3]([CH2:4]3)[CH2:2]1)[CH2:8]2.N1(CCCN)C=CN=C1.CN(C(O[N:48]1N=[N:55][C:50]2[CH:51]=[CH:52][CH:53]=[CH:54][C:49]1=2)=[N+](C)C)C.F[P-](F)(F)(F)(F)F.C[CH2:65][N:66]([CH:70](C)C)[CH:67]([CH3:69])C.C[N:74]([CH:76]=[O:77])C, predict the reaction product. The product is: [CH3:70][N:66]([CH3:65])[CH2:67][CH2:69][NH:74][C:76]([C:53]1[CH:52]=[CH:51][C:50]2[NH:55][C:17]([CH2:16][O:15][C:14]3[CH:13]=[CH:12][C:11]([C:1]45[CH2:10][CH:5]6[CH2:6][CH:7]([CH2:9][CH:3]([CH2:4]6)[CH2:2]4)[CH2:8]5)=[CH:30][CH:29]=3)=[N:48][C:49]=2[CH:54]=1)=[O:77].